From a dataset of Reaction yield outcomes from USPTO patents with 853,638 reactions. Predict the reaction yield, written as a fraction of the theoretical maximum amount of product (1.0 means a 100% yield; for example, 0.34 means a 34% yield). The reactants are [NH2:1][C:2]1[CH:3]=[C:4]([CH:8]=[CH:9][C:10]=1[OH:11])[C:5]([OH:7])=[O:6].C(=O)(O)[O-].[Na+].Br[CH2:18][C:19](Br)=[O:20]. The catalyst is C(Cl)(Cl)Cl. The product is [O:20]=[C:19]1[NH:1][C:2]2[CH:3]=[C:4]([C:5]([OH:7])=[O:6])[CH:8]=[CH:9][C:10]=2[O:11][CH2:18]1. The yield is 0.950.